From a dataset of TCR-epitope binding with 47,182 pairs between 192 epitopes and 23,139 TCRs. Binary Classification. Given a T-cell receptor sequence (or CDR3 region) and an epitope sequence, predict whether binding occurs between them. (1) The epitope is GTSGSPIIDK. The TCR CDR3 sequence is CASSGGQGNIQYF. Result: 1 (the TCR binds to the epitope). (2) The TCR CDR3 sequence is CASTSTPGQVGQPQHF. The epitope is DATYQRTRALVR. Result: 0 (the TCR does not bind to the epitope). (3) The epitope is LLWNGPMAV. The TCR CDR3 sequence is CASSSGSPGSYGYTF. Result: 1 (the TCR binds to the epitope). (4) The epitope is RLFRKSNLK. The TCR CDR3 sequence is CASSRLAGTDTQYF. Result: 0 (the TCR does not bind to the epitope). (5) The epitope is ATVVIGTSK. Result: 0 (the TCR does not bind to the epitope). The TCR CDR3 sequence is CAISHTGELFF. (6) The epitope is EILDITPCSF. The TCR CDR3 sequence is CASSSYRGNTGELFF. Result: 1 (the TCR binds to the epitope). (7) The epitope is KLSYGIATV. The TCR CDR3 sequence is CSVDRGQGYEQYF. Result: 1 (the TCR binds to the epitope). (8) The epitope is KAYNVTQAF. The TCR CDR3 sequence is CASSPWTDEETQYF. Result: 1 (the TCR binds to the epitope).